From a dataset of Full USPTO retrosynthesis dataset with 1.9M reactions from patents (1976-2016). Predict the reactants needed to synthesize the given product. (1) Given the product [CH:39]1[C:47]2[C:46]3[CH:48]=[CH:49][CH:50]=[CH:51][C:45]=3[S:44][C:43]=2[CH:42]=[C:41]([C:2]2[C:10]3[C:5](=[N:6][CH:7]=[N:8][C:9]=3[NH2:11])[N:4]([C@H:12]3[CH2:17][CH2:16][C@H:15]([N:18]4[CH2:23][CH2:22][O:21][CH2:20][CH2:19]4)[CH2:14][CH2:13]3)[N:3]=2)[CH:40]=1, predict the reactants needed to synthesize it. The reactants are: I[C:2]1[C:10]2[C:5](=[N:6][CH:7]=[N:8][C:9]=2[NH2:11])[N:4]([C@H:12]2[CH2:17][CH2:16][C@H:15]([N:18]3[CH2:23][CH2:22][O:21][CH2:20][CH2:19]3)[CH2:14][CH2:13]2)[N:3]=1.BrC1C2C(=NC=NC=2N)N(C(C)(C)C)N=1.[CH:39]1[C:47]2[C:46]3[CH:48]=[CH:49][CH:50]=[CH:51][C:45]=3[S:44][C:43]=2[CH:42]=[C:41](B(O)O)[CH:40]=1. (2) Given the product [ClH:22].[ClH:22].[CH3:1][C:2]1[CH:7]=[CH:6][N:5]=[C:4]([N:8]2[CH2:14][CH2:13][CH2:12][NH:11][CH2:10][CH2:9]2)[CH:3]=1, predict the reactants needed to synthesize it. The reactants are: [CH3:1][C:2]1[CH:7]=[CH:6][N:5]=[C:4]([N:8]2[CH2:14][CH2:13][CH2:12][N:11](C(OC(C)(C)C)=O)[CH2:10][CH2:9]2)[CH:3]=1.[ClH:22]. (3) Given the product [CH3:1][O:2][C:3]1[CH:4]=[C:5]2[C:10](=[CH:11][CH:12]=1)[CH:9]=[C:8]([CH2:13][CH2:14][NH:15][S:24]([CH3:23])(=[O:26])=[O:25])[CH:7]=[CH:6]2, predict the reactants needed to synthesize it. The reactants are: [CH3:1][O:2][C:3]1[CH:4]=[C:5]2[C:10](=[CH:11][CH:12]=1)[CH:9]=[C:8]([CH2:13][CH2:14][NH2:15])[CH:7]=[CH:6]2.C(N(CC)CC)C.[CH3:23][S:24](Cl)(=[O:26])=[O:25]. (4) Given the product [C:28]1([C:38]2[CH:43]=[CH:42][CH:41]=[CH:40][CH:39]=2)[CH:33]=[CH:32][CH:31]=[CH:30][C:29]=1[S:34]([NH:13][C:6]1[C:7]2[C:12](=[CH:11][CH:10]=[CH:9][CH:8]=2)[C:3]([O:2][CH3:1])=[C:4]([S:22][CH2:23][C:24]([O:26][CH3:27])=[O:25])[CH:5]=1)(=[O:36])=[O:35], predict the reactants needed to synthesize it. The reactants are: [CH3:1][O:2][C:3]1[C:12]2[C:7](=[CH:8][CH:9]=[CH:10][CH:11]=2)[C:6]([NH:13]S(C2SC=CC=2)(=O)=O)=[CH:5][C:4]=1[S:22][CH2:23][C:24]([O:26][CH3:27])=[O:25].[C:28]1([C:38]2[CH:43]=[CH:42][CH:41]=[CH:40][CH:39]=2)[C:29]([S:34](Cl)(=[O:36])=[O:35])=[CH:30][CH:31]=[CH:32][CH:33]=1.